Dataset: Full USPTO retrosynthesis dataset with 1.9M reactions from patents (1976-2016). Task: Predict the reactants needed to synthesize the given product. (1) Given the product [CH3:46][C:43]1[CH:42]=[CH:41][C:40]([CH2:39][C:28]2[CH:29]=[C:30]([OH:31])[C:25](=[O:24])[NH:26][N:27]=2)=[CH:45][CH:44]=1, predict the reactants needed to synthesize it. The reactants are: OC1C(=O)NN=C(CCC2C=CC=CC=2)C=1.C([O:24][C:25]1[N:26]=[N:27][C:28]([CH2:39][C:40]2[CH:45]=[CH:44][C:43]([CH3:46])=[CH:42][CH:41]=2)=[CH:29][C:30]=1[O:31]CC1C=CC=CC=1)C1C=CC=CC=1.O1CCCC1. (2) Given the product [CH2:3]=[CH:4][CH2:5][CH2:6][CH2:7][CH2:8][CH2:9][CH2:10][CH2:11][CH3:12], predict the reactants needed to synthesize it. The reactants are: CO[C:3](=O)[CH2:4][CH2:5][CH2:6][CH2:7][CH2:8][CH2:9][CH2:10]/[CH:11]=[CH:12]\CCCCCCCC.C=C. (3) The reactants are: OC(CC/C=C(/CCC=C(C)C)\C)(C=C)C.FC1C=CC(O)=C2C=1C=CC=N2.CS(C)=O.[CH3:33][C:34]([CH3:48])=[CH:35][CH2:36][CH2:37]/[C:38](/[CH3:47])=[CH:39]/[CH2:40][CH2:41]/[C:42](/[CH3:46])=[CH:43]/[CH:44]=[O:45].[CH3:49][C:50]([CH3:64])=[CH:51][CH2:52][CH2:53]/[C:54](/[CH3:63])=[CH:55]/[CH2:56][CH2:57]/[C:58](/[CH3:62])=[CH:59]\[CH:60]=[O:61]. Given the product [CH3:33][C:34]([CH3:48])=[CH:35][CH2:36][CH2:37]/[C:38](/[CH3:47])=[CH:39]/[CH2:40][CH2:41]/[C:42](/[CH3:46])=[CH:43]/[CH:44]=[O:45].[CH3:49][C:50]([CH3:64])=[CH:51][CH2:52][CH2:53]/[C:54](/[CH3:63])=[CH:55]/[CH2:56][CH2:57]/[C:58](/[CH3:62])=[CH:59]\[CH:60]=[O:61], predict the reactants needed to synthesize it. (4) Given the product [CH:33]1([CH:36]=[C:29]([C:28]([N:24]2[CH2:25][CH2:26][CH2:27][CH:22]([NH:21][C:3]3[C:2]([F:1])=[CH:7][N:6]=[C:5]([NH:8][C:9]4[CH:10]=[N:11][C:12]([N:15]5[CH2:16][CH2:17][O:18][CH2:19][CH2:20]5)=[CH:13][CH:14]=4)[N:4]=3)[CH2:23]2)=[O:32])[C:30]#[N:31])[CH2:35][CH2:34]1, predict the reactants needed to synthesize it. The reactants are: [F:1][C:2]1[C:3]([NH:21][CH:22]2[CH2:27][CH2:26][CH2:25][N:24]([C:28](=[O:32])[CH2:29][C:30]#[N:31])[CH2:23]2)=[N:4][C:5]([NH:8][C:9]2[CH:10]=[N:11][C:12]([N:15]3[CH2:20][CH2:19][O:18][CH2:17][CH2:16]3)=[CH:13][CH:14]=2)=[N:6][CH:7]=1.[CH:33]1([CH:36]=O)[CH2:35][CH2:34]1.C(O)(=O)C.N1CCCCC1.